This data is from Reaction yield outcomes from USPTO patents with 853,638 reactions. The task is: Predict the reaction yield, written as a fraction of the theoretical maximum amount of product (1.0 means a 100% yield; for example, 0.34 means a 34% yield). (1) The reactants are [CH3:1][C:2]1[O:6][C:5]([C:7]2[CH:12]=[CH:11][CH:10]=[CH:9][CH:8]=2)=[N:4][C:3]=1[CH2:13][O:14][C:15]1[CH:16]=[C:17]([CH2:21][OH:22])[CH:18]=[CH:19][CH:20]=1.O[C:24]1[CH:25]=[N:26][CH:27]=[C:28]([CH:33]=1)[C:29]([O:31][CH3:32])=[O:30].C(P(CCCC)CCCC)CCC.N(C(N1CCCCC1)=O)=NC(N1CCCCC1)=O. The catalyst is O1CCCC1. The product is [CH3:1][C:2]1[O:6][C:5]([C:7]2[CH:8]=[CH:9][CH:10]=[CH:11][CH:12]=2)=[N:4][C:3]=1[CH2:13][O:14][C:15]1[CH:16]=[C:17]([CH:18]=[CH:19][CH:20]=1)[CH2:21][O:22][C:24]1[CH:25]=[N:26][CH:27]=[C:28]([CH:33]=1)[C:29]([O:31][CH3:32])=[O:30]. The yield is 0.790. (2) The reactants are [CH3:1][C:2]1[C:12](=[O:13])[C:11]2[CH:10]=[CH:9][CH:8]=[CH:7][C:6]=2[C:4](=[O:5])[CH:3]=1.[Br:14][C:15]1[CH:20]=[C:19]([O:21][CH3:22])[CH:18]=[CH:17][C:16]=1[CH2:23]C(O)=O. No catalyst specified. The product is [Br:14][C:15]1[CH:20]=[C:19]([O:21][CH3:22])[CH:18]=[CH:17][C:16]=1[CH2:23][C:3]1[C:4](=[O:5])[C:6]2[C:11]([C:12](=[O:13])[C:2]=1[CH3:1])=[CH:10][CH:9]=[CH:8][CH:7]=2. The yield is 0.570. (3) The reactants are [C:1](Cl)(=[O:5])[CH:2]([CH3:4])[CH3:3].[CH3:7][NH:8][C:9]1[CH:10]=[N:11][N:12]([C:14]2[CH:15]=[N:16][CH:17]=[CH:18][CH:19]=2)[CH:13]=1. The catalyst is ClC(Cl)C. The product is [CH3:7][N:8]([C:9]1[CH:10]=[N:11][N:12]([C:14]2[CH:15]=[N:16][CH:17]=[CH:18][CH:19]=2)[CH:13]=1)[C:1](=[O:5])[CH:2]([CH3:4])[CH3:3]. The yield is 0.540. (4) The reactants are C([O:3][C:4](=[O:44])[CH2:5][CH2:6][CH2:7][O:8][C:9]1[CH:14]=[CH:13][CH:12]=[C:11]([CH2:15][CH2:16][CH2:17][CH2:18][CH2:19][CH2:20][O:21][C:22]2[CH:23]=[C:24]([C:31]3[CH:36]=[CH:35][CH:34]=[CH:33][CH:32]=3)[CH:25]=[C:26]([O:28][CH2:29][CH3:30])[CH:27]=2)[C:10]=1[CH2:37][CH2:38][C:39]([O:41]CC)=[O:40])C.[OH-].[Na+]. No catalyst specified. The product is [C:39]([CH2:38][CH2:37][C:10]1[C:11]([CH2:15][CH2:16][CH2:17][CH2:18][CH2:19][CH2:20][O:21][C:22]2[CH:23]=[C:24]([C:31]3[CH:32]=[CH:33][CH:34]=[CH:35][CH:36]=3)[CH:25]=[C:26]([O:28][CH2:29][CH3:30])[CH:27]=2)=[CH:12][CH:13]=[CH:14][C:9]=1[O:8][CH2:7][CH2:6][CH2:5][C:4]([OH:44])=[O:3])([OH:41])=[O:40]. The yield is 0.960.